Dataset: Full USPTO retrosynthesis dataset with 1.9M reactions from patents (1976-2016). Task: Predict the reactants needed to synthesize the given product. (1) Given the product [C:1]([N:60]1[CH2:61][CH2:62][CH2:63][C@H:58]([NH:57][C:55]2[S:56][C:52]3[CH:51]=[C:50]([O:49][C:47]4[CH:46]=[CH:45][N:44]=[C:43]([C:42]([NH:41][CH3:40])=[O:66])[CH:48]=4)[CH:65]=[CH:64][C:53]=3[N:54]=2)[CH2:59]1)(=[O:6])[CH:2]([CH3:4])[CH3:3], predict the reactants needed to synthesize it. The reactants are: [C:1]([OH:6])(=O)[CH:2]([CH3:4])[CH3:3].CN(C(ON1N=NC2C=CC=NC1=2)=[N+](C)C)C.F[P-](F)(F)(F)(F)F.CCN(C(C)C)C(C)C.[CH3:40][NH:41][C:42](=[O:66])[C:43]1[CH:48]=[C:47]([O:49][C:50]2[CH:65]=[CH:64][C:53]3[N:54]=[C:55]([NH:57][C@H:58]4[CH2:63][CH2:62][CH2:61][NH:60][CH2:59]4)[S:56][C:52]=3[CH:51]=2)[CH:46]=[CH:45][N:44]=1. (2) Given the product [CH3:26][O:27][C:28]1[CH:29]=[C:30]([NH:31][CH:32]([C:33]2[CH:34]=[N:35][CH:36]=[CH:37][CH:38]=2)[C:8]([C:10]2[C:18]3[C:13](=[CH:14][CH:15]=[CH:16][CH:17]=3)[NH:12][CH:11]=2)=[O:9])[CH:39]=[C:40]([O:42][CH3:43])[CH:41]=1, predict the reactants needed to synthesize it. The reactants are: C(N(CC)CC)C.[CH:8]([C:10]1[C:18]2[C:13](=[CH:14][CH:15]=[CH:16][CH:17]=2)[N:12](C(OC(C)(C)C)=O)[CH:11]=1)=[O:9].[CH3:26][O:27][C:28]1[CH:29]=[C:30]([CH:39]=[C:40]([O:42][CH3:43])[CH:41]=1)[N:31]=[CH:32][C:33]1[CH:34]=[N:35][CH:36]=[CH:37][CH:38]=1. (3) Given the product [CH3:24][O:23][C:20]1[CH:21]=[CH:22][C:17]([C:16]([O:15][CH2:14][C@H:13]2[O:12][C@@H:11]([N:39]3[C:48]4[N:47]=[CH:46][N:45]=[C:43]([NH2:44])[C:42]=4[N:41]=[CH:40]3)[CH2:10][C@@H:9]2[OH:8])([C:33]2[CH:34]=[CH:35][CH:36]=[CH:37][CH:38]=2)[C:25]2[CH:30]=[CH:29][C:28]([O:31][CH3:32])=[CH:27][CH:26]=2)=[CH:18][CH:19]=1, predict the reactants needed to synthesize it. The reactants are: [Si]([O:8][C@@H:9]1[C@@H:13]([CH2:14][O:15][C:16]([C:33]2[CH:38]=[CH:37][CH:36]=[CH:35][CH:34]=2)([C:25]2[CH:30]=[CH:29][C:28]([O:31][CH3:32])=[CH:27][CH:26]=2)[C:17]2[CH:22]=[CH:21][C:20]([O:23][CH3:24])=[CH:19][CH:18]=2)[O:12][C@@H:11]([N:39]2[C:48]3[N:47]=[CH:46][N:45]=[C:43]([NH2:44])[C:42]=3[N:41]=[CH:40]2)[CH2:10]1)(C(C)(C)C)(C)C.C1(C(=CC=CC=1)O)O. (4) Given the product [F:15][C:12]([F:13])([F:14])[CH:11]([CH3:16])[O:10][C:7]1[N:8]=[CH:9][C:4]([NH2:1])=[CH:5][CH:6]=1, predict the reactants needed to synthesize it. The reactants are: [N+:1]([C:4]1[CH:5]=[CH:6][C:7]([O:10][CH:11]([CH3:16])[C:12]([F:15])([F:14])[F:13])=[N:8][CH:9]=1)([O-])=O. (5) Given the product [C:19]([C:17]1[CH:16]=[CH:15][C:14]2[N:10]([C:7]3[CH:6]=[CH:5][C:4]([C:3]([OH:22])=[O:2])=[CH:9][CH:8]=3)[C:11]([CH3:21])=[N:12][C:13]=2[CH:18]=1)#[N:20], predict the reactants needed to synthesize it. The reactants are: C[O:2][C:3](=[O:22])[C:4]1[CH:9]=[CH:8][C:7]([N:10]2[C:14]3[CH:15]=[CH:16][C:17]([C:19]#[N:20])=[CH:18][C:13]=3[N:12]=[C:11]2[CH3:21])=[CH:6][CH:5]=1.[Li+].[OH-]. (6) Given the product [Cl:1][C:2]1[CH:7]=[CH:6][C:5]([C:8]2[N:12]([C:13]3[CH:18]=[CH:17][CH:16]=[CH:15][CH:14]=3)[N:11]=[C:10]([CH2:19][CH2:20][CH2:21][N:33]3[CH2:32][CH2:31][N:30]([C:25]4[CH:26]=[CH:27][CH:28]=[CH:29][C:24]=4[F:23])[CH2:35][CH2:34]3)[CH:9]=2)=[CH:4][CH:3]=1, predict the reactants needed to synthesize it. The reactants are: [Cl:1][C:2]1[CH:7]=[CH:6][C:5]([C:8]2[N:12]([C:13]3[CH:18]=[CH:17][CH:16]=[CH:15][CH:14]=3)[N:11]=[C:10]([CH2:19][CH2:20][CH:21]=O)[CH:9]=2)=[CH:4][CH:3]=1.[F:23][C:24]1[CH:29]=[CH:28][CH:27]=[CH:26][C:25]=1[N:30]1[CH2:35][CH2:34][NH:33][CH2:32][CH2:31]1.CCN(C(C)C)C(C)C.[BH-](OC(C)=O)(OC(C)=O)OC(C)=O.[Na+].